This data is from Peptide-MHC class II binding affinity with 134,281 pairs from IEDB. The task is: Regression. Given a peptide amino acid sequence and an MHC pseudo amino acid sequence, predict their binding affinity value. This is MHC class II binding data. (1) The peptide sequence is HHMVKISGGPHISY. The MHC is DRB1_1101 with pseudo-sequence DRB1_1101. The binding affinity (normalized) is 0.268. (2) The peptide sequence is DDIKATYDKGILTVS. The MHC is DRB4_0101 with pseudo-sequence DRB4_0103. The binding affinity (normalized) is 0.206. (3) The peptide sequence is AYVATVSEALRIIAG. The MHC is HLA-DPA10201-DPB11401 with pseudo-sequence HLA-DPA10201-DPB11401. The binding affinity (normalized) is 0.531. (4) The peptide sequence is LEKGRLYQIKIQYQRENPTE. The MHC is HLA-DQA10501-DQB10301 with pseudo-sequence HLA-DQA10501-DQB10301. The binding affinity (normalized) is 0.0586.